Predict which catalyst facilitates the given reaction. From a dataset of Catalyst prediction with 721,799 reactions and 888 catalyst types from USPTO. (1) Reactant: [CH2:1]([O:8][C@H:9]([C@H:23]([O:38][CH2:39][C:40]1[CH:45]=[CH:44][CH:43]=[CH:42][CH:41]=1)[CH2:24][CH2:25][CH2:26][CH2:27][CH2:28][CH2:29][CH2:30][CH2:31][CH2:32][CH2:33][CH2:34][CH2:35][CH2:36][CH3:37])[C@@H:10]([NH:13][C:14](=[O:22])[CH2:15][CH2:16][CH2:17][CH2:18][CH2:19][CH2:20][CH3:21])[CH2:11][OH:12])[C:2]1[CH:7]=[CH:6][CH:5]=[CH:4][CH:3]=1.I(C1C=CC=CC=1C(O)=O)(=O)=O. Product: [CH2:1]([O:8][C@H:9]([C@H:23]([O:38][CH2:39][C:40]1[CH:41]=[CH:42][CH:43]=[CH:44][CH:45]=1)[CH2:24][CH2:25][CH2:26][CH2:27][CH2:28][CH2:29][CH2:30][CH2:31][CH2:32][CH2:33][CH2:34][CH2:35][CH2:36][CH3:37])[C@H:10]([NH:13][C:14](=[O:22])[CH2:15][CH2:16][CH2:17][CH2:18][CH2:19][CH2:20][CH3:21])[CH:11]=[O:12])[C:2]1[CH:3]=[CH:4][CH:5]=[CH:6][CH:7]=1. The catalyst class is: 175. (2) Reactant: [Cl:1][C:2]1[C:3]([N:8]2[C:12]([S:13]C#N)=[CH:11][CH:10]=[C:9]2[CH:16]=[O:17])=[N:4][CH:5]=[CH:6][CH:7]=1.O.O.O.O.O.O.O.O.O.[S-2].[Na+].[Na+].O. Product: [Cl:1][C:2]1[C:3]([N:8]2[C:12]([SH:13])=[CH:11][CH:10]=[C:9]2[CH:16]=[O:17])=[N:4][CH:5]=[CH:6][CH:7]=1. The catalyst class is: 15. (3) Product: [Cl:1][C:2]1[N:7]=[CH:6][N:5]=[C:4]([C:8]([N:17]2[C:18]3[C:14](=[CH:13][C:12]([F:11])=[CH:20][CH:19]=3)[CH2:15][CH2:16]2)=[O:9])[CH:3]=1. Reactant: [Cl:1][C:2]1[N:7]=[CH:6][N:5]=[C:4]([C:8](Cl)=[O:9])[CH:3]=1.[F:11][C:12]1[CH:13]=[C:14]2[C:18](=[CH:19][CH:20]=1)[NH:17][CH2:16][CH2:15]2.[OH-].[Na+].C(=O)([O-])O.[Na+]. The catalyst class is: 2. (4) Reactant: I[C:2]1[CH:3]=[C:4]([N:11]2[CH2:16][CH2:15][O:14][CH2:13][CH2:12]2)[CH:5]=[C:6]([N+:8]([O-:10])=[O:9])[CH:7]=1.[O:17]1[C:21]2([CH2:26][CH2:25][NH:24][CH2:23][CH2:22]2)[O:20][CH2:19][CH2:18]1.C1(C)C=CC=CC=1. Product: [O:14]1[CH2:15][CH2:16][N:11]([C:4]2[CH:3]=[C:2]([N:24]3[CH2:25][CH2:26][C:21]4([O:20][CH2:19][CH2:18][O:17]4)[CH2:22][CH2:23]3)[CH:7]=[C:6]([N+:8]([O-:10])=[O:9])[CH:5]=2)[CH2:12][CH2:13]1. The catalyst class is: 2. (5) Reactant: C([NH:9][C:10]([NH:12][C:13]1[CH:27]=[CH:26][C:16]([CH2:17][NH:18][C:19](=[O:25])[O:20][C:21]([CH3:24])([CH3:23])[CH3:22])=[CH:15][CH:14]=1)=[S:11])(=O)C1C=CC=CC=1.C([O-])([O-])=O.[K+].[K+]. Product: [NH2:9][C:10]([NH:12][C:13]1[CH:14]=[CH:15][C:16]([CH2:17][NH:18][C:19](=[O:25])[O:20][C:21]([CH3:23])([CH3:24])[CH3:22])=[CH:26][CH:27]=1)=[S:11]. The catalyst class is: 24. (6) Reactant: [C:1]([C:4]1[CH:5]=[CH:6][C:7]([Br:10])=[N:8][CH:9]=1)(=[O:3])[CH3:2].I[C:12]1[CH:13]=[N:14][CH:15]=[CH:16][CH:17]=1.[Li]CCCC.CCCCCC. Product: [Br:10][C:7]1[N:8]=[CH:9][C:4]([C:1]([C:17]2[CH:16]=[CH:15][N:14]=[CH:13][CH:12]=2)([OH:3])[CH3:2])=[CH:5][CH:6]=1. The catalyst class is: 1. (7) Reactant: [OH-].[Na+].[O:3]([CH2:10][CH2:11][N:12]1[CH:16]=[C:15](/[CH:17]=[CH:18]/[C:19]([O:21]C)=[O:20])[CH:14]=[N:13]1)[C:4]1[CH:9]=[CH:8][CH:7]=[CH:6][CH:5]=1. Product: [O:3]([CH2:10][CH2:11][N:12]1[CH:16]=[C:15](/[CH:17]=[CH:18]/[C:19]([OH:21])=[O:20])[CH:14]=[N:13]1)[C:4]1[CH:9]=[CH:8][CH:7]=[CH:6][CH:5]=1. The catalyst class is: 5. (8) Reactant: Cl[C:2]1[N:3]=[CH:4][C:5]([C:8]([O:10][CH3:11])=[O:9])=[N:6][CH:7]=1.Cl.[Br:13][C:14]1[CH:24]=[CH:23][C:22]([F:25])=[CH:21][C:15]=1[O:16][CH:17]1[CH2:20][NH:19][CH2:18]1.C(=O)([O-])[O-].[K+].[K+]. Product: [Br:13][C:14]1[CH:24]=[CH:23][C:22]([F:25])=[CH:21][C:15]=1[O:16][CH:17]1[CH2:20][N:19]([C:2]2[N:3]=[CH:4][C:5]([C:8]([O:10][CH3:11])=[O:9])=[N:6][CH:7]=2)[CH2:18]1. The catalyst class is: 12. (9) Reactant: [C:1]([O:5][CH2:6][CH3:7])(=[O:4])[CH:2]=O.[NH:8]1[C:12]2[CH:13]=[CH:14][CH:15]=[CH:16][C:11]=2[N:10]=[N:9]1.[CH2:17]([NH:24][CH2:25][C:26]1[CH:31]=[CH:30][CH:29]=[CH:28][CH:27]=1)[C:18]1[CH:23]=[CH:22][CH:21]=[CH:20][CH:19]=1.[O-]S([O-])(=O)=O.[Mg+2]. Product: [CH2:6]([O:5][C:1](=[O:4])[CH:2]([N:8]1[C:12]2[CH:13]=[CH:14][CH:15]=[CH:16][C:11]=2[N:10]=[N:9]1)[N:24]([CH2:17][C:18]1[CH:23]=[CH:22][CH:21]=[CH:20][CH:19]=1)[CH2:25][C:26]1[CH:31]=[CH:30][CH:29]=[CH:28][CH:27]=1)[CH3:7]. The catalyst class is: 11.